From a dataset of Reaction yield outcomes from USPTO patents with 853,638 reactions. Predict the reaction yield, written as a fraction of the theoretical maximum amount of product (1.0 means a 100% yield; for example, 0.34 means a 34% yield). (1) The reactants are [N:1]1[CH:6]=[CH:5][CH:4]=[CH:3][C:2]=1[CH2:7][CH2:8][C:9]1[N:13]([C:14]2[CH:19]=[CH:18][C:17]([C:20]3[C:21]4[CH:35]=[CH:34][C:33]5[C:28](=[CH:29][CH:30]=[CH:31][CH:32]=5)[C:22]=4[NH:23][C:24](=[O:27])[CH2:25][N:26]=3)=[CH:16][CH:15]=2)[N:12]=[N:11][N:10]=1.[ClH:36]. The catalyst is C(OCC)(=O)C. The product is [ClH:36].[ClH:36].[N:1]1[CH:6]=[CH:5][CH:4]=[CH:3][C:2]=1[CH2:7][CH2:8][C:9]1[N:13]([C:14]2[CH:15]=[CH:16][C:17]([C:20]3[C:21]4[CH:35]=[CH:34][C:33]5[C:28](=[CH:29][CH:30]=[CH:31][CH:32]=5)[C:22]=4[NH:23][C:24](=[O:27])[CH2:25][N:26]=3)=[CH:18][CH:19]=2)[N:12]=[N:11][N:10]=1. The yield is 0.740. (2) The reactants are [OH-].[Na+].[OH:3][C:4]1[CH:11]=[CH:10][C:7]([CH:8]=[O:9])=[CH:6][CH:5]=1.[I-].[Na+].Cl[CH2:15][CH2:16][CH2:17][CH2:18][CH2:19][CH2:20][OH:21]. The catalyst is O.C(O)C. The product is [OH:21][CH2:20][CH2:19][CH2:18][CH2:17][CH2:16][CH2:15][O:3][C:4]1[CH:11]=[CH:10][C:7]([CH:8]=[O:9])=[CH:6][CH:5]=1. The yield is 0.910.